From a dataset of NCI-60 drug combinations with 297,098 pairs across 59 cell lines. Regression. Given two drug SMILES strings and cell line genomic features, predict the synergy score measuring deviation from expected non-interaction effect. (1) Drug 1: C1CCC(C1)C(CC#N)N2C=C(C=N2)C3=C4C=CNC4=NC=N3. Drug 2: C1=NC2=C(N=C(N=C2N1C3C(C(C(O3)CO)O)F)Cl)N. Cell line: A549. Synergy scores: CSS=16.6, Synergy_ZIP=-2.73, Synergy_Bliss=-1.55, Synergy_Loewe=-18.5, Synergy_HSA=-1.59. (2) Drug 1: C1=CC(=CC=C1CCCC(=O)O)N(CCCl)CCCl. Drug 2: C1CC(=O)NC(=O)C1N2C(=O)C3=CC=CC=C3C2=O. Cell line: CCRF-CEM. Synergy scores: CSS=47.9, Synergy_ZIP=-1.03, Synergy_Bliss=1.19, Synergy_Loewe=-6.98, Synergy_HSA=1.60. (3) Drug 1: CC12CCC3C(C1CCC2=O)CC(=C)C4=CC(=O)C=CC34C. Drug 2: C1=CN(C=N1)CC(O)(P(=O)(O)O)P(=O)(O)O. Cell line: OVCAR3. Synergy scores: CSS=5.59, Synergy_ZIP=-16.2, Synergy_Bliss=-31.7, Synergy_Loewe=-31.7, Synergy_HSA=-31.4. (4) Drug 1: C1=NC2=C(N=C(N=C2N1C3C(C(C(O3)CO)O)F)Cl)N. Drug 2: CS(=O)(=O)CCNCC1=CC=C(O1)C2=CC3=C(C=C2)N=CN=C3NC4=CC(=C(C=C4)OCC5=CC(=CC=C5)F)Cl. Cell line: UO-31. Synergy scores: CSS=9.10, Synergy_ZIP=-5.68, Synergy_Bliss=-0.950, Synergy_Loewe=-1.43, Synergy_HSA=0.0675. (5) Drug 1: CN(C)C1=NC(=NC(=N1)N(C)C)N(C)C. Drug 2: CCC1(CC2CC(C3=C(CCN(C2)C1)C4=CC=CC=C4N3)(C5=C(C=C6C(=C5)C78CCN9C7C(C=CC9)(C(C(C8N6C)(C(=O)OC)O)OC(=O)C)CC)OC)C(=O)OC)O.OS(=O)(=O)O. Cell line: HL-60(TB). Synergy scores: CSS=23.4, Synergy_ZIP=1.58, Synergy_Bliss=-3.47, Synergy_Loewe=-38.9, Synergy_HSA=-6.79. (6) Drug 1: COC1=CC(=CC(=C1O)OC)C2C3C(COC3=O)C(C4=CC5=C(C=C24)OCO5)OC6C(C(C7C(O6)COC(O7)C8=CC=CS8)O)O. Drug 2: C1=NNC2=C1C(=O)NC=N2. Cell line: UO-31. Synergy scores: CSS=16.7, Synergy_ZIP=-5.68, Synergy_Bliss=-0.371, Synergy_Loewe=-4.46, Synergy_HSA=1.82.